This data is from Reaction yield outcomes from USPTO patents with 853,638 reactions. The task is: Predict the reaction yield, written as a fraction of the theoretical maximum amount of product (1.0 means a 100% yield; for example, 0.34 means a 34% yield). (1) The reactants are [N+:1]([C:4]1[CH:5]=[C:6]([C:10]#[N:11])[CH:7]=[CH:8][CH:9]=1)([O-:3])=[O:2].[Cl-].[NH4+].[N-:14]=[N+:15]=[N-:16].[Na+].Cl. The catalyst is CN(C=O)C.O. The product is [N+:1]([C:4]1[CH:5]=[C:6]([C:10]2[N:14]=[N:15][NH:16][N:11]=2)[CH:7]=[CH:8][CH:9]=1)([O-:3])=[O:2]. The yield is 0.720. (2) The reactants are [Cl:1][C:2]1[CH:3]=[C:4]2[NH:10][C:9](=[O:11])[C:8]3([CH:15]([C:16]4[CH:21]=[CH:20][CH:19]=[C:18]([Cl:22])[CH:17]=4)[CH:14]([C:23]([NH:25][C:26]4[CH:31]=[CH:30][C:29]([C:32]#[N:33])=[CH:28][C:27]=4[O:34][CH3:35])=[O:24])[NH:13][CH:12]3[CH2:36][C:37]([CH3:40])([CH3:39])[CH3:38])[C:5]2=[N:6][CH:7]=1.[OH:41]O.[OH-].[Na+]. The catalyst is CS(C)=O. The product is [C:32]([C:29]1[CH:30]=[CH:31][C:26]([NH:25][C:23]([CH:14]2[NH:13][CH:12]([CH2:36][C:37]([CH3:40])([CH3:39])[CH3:38])[C:8]3([C:5]4=[N:6][CH:7]=[C:2]([Cl:1])[CH:3]=[C:4]4[NH:10][C:9]3=[O:11])[CH:15]2[C:16]2[CH:21]=[CH:20][CH:19]=[C:18]([Cl:22])[CH:17]=2)=[O:24])=[C:27]([O:34][CH3:35])[CH:28]=1)(=[O:41])[NH2:33]. The yield is 0.900.